This data is from Reaction yield outcomes from USPTO patents with 853,638 reactions. The task is: Predict the reaction yield, written as a fraction of the theoretical maximum amount of product (1.0 means a 100% yield; for example, 0.34 means a 34% yield). (1) The yield is 0.980. The catalyst is O1CCCC1. The product is [CH3:1][O:2][C:3]1[CH:7]=[C:6]([CH2:8][OH:9])[N:5]([CH3:12])[N:4]=1. The reactants are [CH3:1][O:2][C:3]1[CH:7]=[C:6]([C:8](OC)=[O:9])[N:5]([CH3:12])[N:4]=1.[H-].[Al+3].[Li+].[H-].[H-].[H-].C(O)C.[Cl-].[NH4+]. (2) The reactants are [C:1]([C:5]1[O:6][C:7]2[C:13]([S:14](Cl)(=[O:16])=[O:15])=[C:12]([Cl:18])[CH:11]=[CH:10][C:8]=2[N:9]=1)([CH3:4])([CH3:3])[CH3:2].C(N(CC)CC)C.[CH3:26][N:27]1[CH2:32][CH2:31][NH:30][CH2:29][CH2:28]1. The catalyst is C1COCC1. The product is [C:1]([C:5]1[O:6][C:7]2[C:13]([S:14]([N:30]3[CH2:31][CH2:32][N:27]([CH3:26])[CH2:28][CH2:29]3)(=[O:16])=[O:15])=[C:12]([Cl:18])[CH:11]=[CH:10][C:8]=2[N:9]=1)([CH3:4])([CH3:3])[CH3:2]. The yield is 0.760. (3) The reactants are [C:1]1([N:7]2[C:11]3[CH:12]=[C:13]([CH:16]=O)[CH:14]=[CH:15][C:10]=3[N:9]=[CH:8]2)[CH:6]=[CH:5][CH:4]=[CH:3][CH:2]=1.[NH3:18].II. The catalyst is C1COCC1. The product is [C:1]1([N:7]2[C:11]3[CH:12]=[C:13]([C:16]#[N:18])[CH:14]=[CH:15][C:10]=3[N:9]=[CH:8]2)[CH:6]=[CH:5][CH:4]=[CH:3][CH:2]=1. The yield is 0.760. (4) The reactants are [Cl:1][C:2]1[C:3]([N:12]2[CH2:17][CH2:16][CH:15]([N:18]3[CH2:22][CH2:21][C@H:20]([O:23][C:24]4[CH:33]=[CH:32][C:27]([C:28]([O:30]C)=[O:29])=[CH:26][C:25]=4[F:34])[C:19]3=[O:35])[CH2:14][CH2:13]2)=[N:4][CH:5]=[C:6]([C:8]([F:11])([F:10])[F:9])[CH:7]=1.[Li+].[OH-]. The catalyst is C1COCC1. The product is [Cl:1][C:2]1[C:3]([N:12]2[CH2:17][CH2:16][CH:15]([N:18]3[CH2:22][CH2:21][C@H:20]([O:23][C:24]4[CH:33]=[CH:32][C:27]([C:28]([OH:30])=[O:29])=[CH:26][C:25]=4[F:34])[C:19]3=[O:35])[CH2:14][CH2:13]2)=[N:4][CH:5]=[C:6]([C:8]([F:9])([F:10])[F:11])[CH:7]=1. The yield is 0.420. (5) The reactants are [Cl:1][C:2]1[CH:3]=[C:4]([CH:27]=[CH:28][CH:29]=1)[O:5][C:6]1[CH:11]=[C:10]([O:12][CH2:13][C:14]2[CH:15]=[N:16][CH:17]=[CH:18][CH:19]=2)[CH:9]=[CH:8][C:7]=1/[CH:20]=[CH:21]/[C:22](OCC)=[O:23].[NH2:30][OH:31].O.[OH-].[Na+]. The catalyst is C1COCC1.CO. The product is [Cl:1][C:2]1[CH:3]=[C:4]([CH:27]=[CH:28][CH:29]=1)[O:5][C:6]1[CH:11]=[C:10]([O:12][CH2:13][C:14]2[CH:15]=[N:16][CH:17]=[CH:18][CH:19]=2)[CH:9]=[CH:8][C:7]=1/[CH:20]=[CH:21]/[C:22]([NH:30][OH:31])=[O:23]. The yield is 0.620. (6) The yield is 0.450. The catalyst is CC(O)C. The product is [NH2:3][CH2:25][C:26]1[N:34]=[C:33]2[C:29]([NH:30][CH:31]=[N:32]2)=[CH:28][N:27]=1. The reactants are CC1C=C(OC2CCNCC2)N=C[N:3]=1.CCN(C(C)C)C(C)C.Cl[CH2:25][C:26]1[N:34]=[C:33]2[C:29]([NH:30][CH:31]=[N:32]2)=[CH:28][N:27]=1.